From a dataset of Full USPTO retrosynthesis dataset with 1.9M reactions from patents (1976-2016). Predict the reactants needed to synthesize the given product. Given the product [NH2:44][C:42]1[S:43][CH:10]([C:11]([O:13][CH2:14][CH3:15])=[O:12])[CH2:9][C:8]([C:4]2[CH:5]=[CH:6][CH:7]=[C:2]([Br:1])[CH:3]=2)([CH3:17])[N:41]=1, predict the reactants needed to synthesize it. The reactants are: [Br:1][C:2]1[CH:3]=[C:4]([C:8](=[CH2:17])[CH2:9][CH:10](O)[C:11]([O:13][CH2:14][CH3:15])=[O:12])[CH:5]=[CH:6][CH:7]=1.N1C(C)=CC=CC=1C.FC(F)(F)S(OS(C(F)(F)F)(=O)=O)(=O)=O.[NH2:41][C:42]([NH2:44])=[S:43].